Dataset: Full USPTO retrosynthesis dataset with 1.9M reactions from patents (1976-2016). Task: Predict the reactants needed to synthesize the given product. Given the product [P:37]([O:33][C@:27]([CH3:32])([CH2:26][CH2:25][C:23]1[O:22][N:21]=[C:20]([C:18]2[CH:17]=[CH:16][C:15]([CH3:34])=[C:14]([NH:13][C:11]([C:8]3[N:5]4[CH:6]=[CH:7][C:2]([CH3:1])=[CH:3][C:4]4=[N:10][CH:9]=3)=[O:12])[CH:19]=2)[N:24]=1)[C:28]([F:30])([F:29])[F:31])([O:40][CH3:41])([O:38][CH3:39])=[O:42], predict the reactants needed to synthesize it. The reactants are: [CH3:1][C:2]1[CH:7]=[CH:6][N:5]2[C:8]([C:11]([NH:13][C:14]3[CH:19]=[C:18]([C:20]4[N:24]=[C:23]([CH2:25][CH2:26][C@:27]([OH:33])([CH3:32])[C:28]([F:31])([F:30])[F:29])[O:22][N:21]=4)[CH:17]=[CH:16][C:15]=3[CH3:34])=[O:12])=[CH:9][N:10]=[C:4]2[CH:3]=1.[H-].[Na+].[P:37](Cl)(=[O:42])([O:40][CH3:41])[O:38][CH3:39].